From a dataset of Full USPTO retrosynthesis dataset with 1.9M reactions from patents (1976-2016). Predict the reactants needed to synthesize the given product. (1) Given the product [ClH:53].[Cl:53][C:41]1[CH:40]=[CH:52][C:51]([C:12]2[CH:13]=[CH:14][N:9]([C:17]3[CH:22]=[C:21]4[N:23]([CH3:34])[C:24]5[CH:33]6[N:28]([CH2:29][CH2:30][CH2:31][CH2:32]6)[CH2:27][CH2:26][C:25]=5[C:20]4=[CH:19][CH:18]=3)[C:10](=[O:15])[CH:11]=2)=[N:50][CH:46]=1, predict the reactants needed to synthesize it. The reactants are: C(O[N:9]1[CH:14]=[CH:13][CH:12]=[CH:11][C:10]1=[O:15])C1C=CC=CC=1.Br[C:17]1[CH:22]=[C:21]2[N:23]([CH3:34])[C:24]3[CH:33]4[N:28]([CH2:29][CH2:30][CH2:31][CH2:32]4)[CH2:27][CH2:26][C:25]=3[C:20]2=[CH:19][CH:18]=1.BrC1C=C2C([C:40]3[CH2:52][CH2:51][N:50]4[CH:46](CCC4)[C:41]=3N2C)=CC=1.[ClH:53]. (2) Given the product [CH2:25]([O:1][C:2]1[C:3]([Cl:12])=[CH:4][C:5]([C:6]([OH:8])=[O:7])=[CH:9][C:10]=1[Cl:11])[C:22]1[CH:23]=[CH:24][CH:19]=[CH:20][CH:21]=1, predict the reactants needed to synthesize it. The reactants are: [OH:1][C:2]1[C:10]([Cl:11])=[CH:9][C:5]([C:6]([OH:8])=[O:7])=[CH:4][C:3]=1[Cl:12].C([O-])([O-])=O.[K+].[K+].[CH:19]1[CH:24]=[CH:23][C:22]([CH2:25]Br)=[CH:21][CH:20]=1.Cl. (3) Given the product [Br:1][C:2]1[CH:7]=[C:6]([F:8])[CH:5]=[C:4]([Br:9])[C:3]=1[O:10][CH3:11], predict the reactants needed to synthesize it. The reactants are: [Br:1][C:2]1[CH:7]=[C:6]([F:8])[CH:5]=[C:4]([Br:9])[C:3]=1[OH:10].[C:11](=O)([O-])[O-].[K+].[K+].S(OC)(OC)(=O)=O. (4) Given the product [O:18]1[CH:19]=[CH:20][CH:21]=[C:17]1[C:15]1[N:16]=[C:12]([NH:11][C:9]([C:7]2[CH:6]=[CH:5][N:4]=[C:3]([CH2:2][N:28]3[CH:32]=[CH:31][N:30]=[CH:29]3)[CH:8]=2)=[O:10])[S:13][C:14]=1[C:22]1[CH:27]=[CH:26][N:25]=[CH:24][CH:23]=1, predict the reactants needed to synthesize it. The reactants are: Cl[CH2:2][C:3]1[CH:8]=[C:7]([C:9]([NH:11][C:12]2[S:13][C:14]([C:22]3[CH:27]=[CH:26][N:25]=[CH:24][CH:23]=3)=[C:15]([C:17]3[O:18][CH:19]=[CH:20][CH:21]=3)[N:16]=2)=[O:10])[CH:6]=[CH:5][N:4]=1.[NH:28]1[CH:32]=[CH:31][N:30]=[CH:29]1.O. (5) Given the product [CH3:39][N:40]([CH3:41])[C:42]1[C:29]2[N:30]=[C:21]([S:4][CH2:1][CH2:2][CH3:3])[N:22]=[C:23]([N:37]([CH3:38])[CH3:15])[C:24]=2[N:25]=[C:26]([NH:33][CH2:34][CH2:35][CH3:36])[N:27]=1, predict the reactants needed to synthesize it. The reactants are: [CH2:1]([SH:4])[CH2:2][CH3:3].C[Si]([N-][Si](C)(C)C)(C)C.[Na+].[CH2:15]1COCC1.Cl[C:21]1[N:22]=[C:23]([NH:37][CH3:38])[C:24]2[N:25]=[C:26]([NH:33][CH2:34][CH2:35][CH3:36])[N:27]=C(NC)[C:29]=2[N:30]=1.[CH3:39][N:40]([CH:42]=O)[CH3:41]. (6) Given the product [C:16]([O:15][C:13](=[O:14])[NH:12][CH2:11][CH2:10][N:3]1[C:2]([I:1])=[C:6]([I:7])[N:5]=[C:4]1[CH3:8])([CH3:19])([CH3:18])[CH3:17], predict the reactants needed to synthesize it. The reactants are: [I:1][C:2]1[N:3]=[C:4]([CH3:8])[NH:5][C:6]=1[I:7].Br[CH2:10][CH2:11][NH:12][C:13]([O:15][C:16]([CH3:19])([CH3:18])[CH3:17])=[O:14]. (7) Given the product [NH2:22][C:17]1[C:16]2[N:15]([N:14]=[CH:31][C:30]=2[C:29]([O:33][CH3:34])=[O:32])[CH:20]=[C:19]([Br:21])[CH:18]=1, predict the reactants needed to synthesize it. The reactants are: CC1C=C(C)C=C(C)C=1S([O-])(=O)=O.[NH2:14][N+:15]1[CH:20]=[C:19]([Br:21])[CH:18]=[C:17]([NH2:22])[CH:16]=1.C(=O)([O-])[O-].[K+].[K+].[C:29]([O:33][CH3:34])(=[O:32])[C:30]#[CH:31].O. (8) Given the product [F:1][C:2]1[CH:9]=[C:8]([C:10]2[CH:15]=[CH:14][N:13]=[C:12]3[NH:16][C:17]([C:19]4[CH:20]=[N:21][N:22]([CH3:24])[CH:23]=4)=[N:18][C:11]=23)[CH:7]=[CH:6][C:3]=1[CH2:4][NH:5][C:32]([C:30]1[N:31]=[C:27]([C:26]([F:36])([F:25])[F:35])[S:28][CH:29]=1)=[O:33], predict the reactants needed to synthesize it. The reactants are: [F:1][C:2]1[CH:9]=[C:8]([C:10]2[CH:15]=[CH:14][N:13]=[C:12]3[NH:16][C:17]([C:19]4[CH:20]=[N:21][N:22]([CH3:24])[CH:23]=4)=[N:18][C:11]=23)[CH:7]=[CH:6][C:3]=1[CH2:4][NH2:5].[F:25][C:26]([F:36])([F:35])[C:27]1[S:28][CH:29]=[C:30]([C:32](O)=[O:33])[N:31]=1. (9) Given the product [NH2:17][C:5]1[CH:6]=[C:7]([NH:8][CH2:9][C:10]2[CH:15]=[CH:14][C:13]([F:16])=[CH:12][CH:11]=2)[C:2]([F:1])=[CH:3][C:4]=1[NH:18][C:33](=[O:34])[O:35][CH2:36][CH3:37], predict the reactants needed to synthesize it. The reactants are: [F:1][C:2]1[C:7]([NH:8][CH2:9][C:10]2[CH:15]=[CH:14][C:13]([F:16])=[CH:12][CH:11]=2)=[CH:6][C:5]([NH2:17])=[C:4]([N+:18]([O-])=O)[CH:3]=1.[Cl-].[NH4+].CCN(C(C)C)C(C)C.Cl[C:33]([O:35][CH2:36][CH3:37])=[O:34].